Dataset: Reaction yield outcomes from USPTO patents with 853,638 reactions. Task: Predict the reaction yield, written as a fraction of the theoretical maximum amount of product (1.0 means a 100% yield; for example, 0.34 means a 34% yield). (1) The catalyst is C1COCC1. The yield is 0.802. The product is [CH3:34][C:13]1[CH:12]=[C:6]([CH:5]=[C:4]([CH3:3])[C:14]=1[NH:15][C:16]([C:18]1[C:27]2[C:22](=[CH:23][CH:24]=[CH:25][CH:26]=2)[N:21]=[C:20]([C:28]2[CH:33]=[CH:32][CH:31]=[CH:30][CH:29]=2)[CH:19]=1)=[O:17])[C:7]([OH:9])=[O:8]. The reactants are [OH-].[Na+].[CH3:3][C:4]1[CH:5]=[C:6]([CH:12]=[C:13]([CH3:34])[C:14]=1[NH:15][C:16]([C:18]1[C:27]2[C:22](=[CH:23][CH:24]=[CH:25][CH:26]=2)[N:21]=[C:20]([C:28]2[CH:33]=[CH:32][CH:31]=[CH:30][CH:29]=2)[CH:19]=1)=[O:17])[C:7]([O:9]CC)=[O:8].Cl. (2) The reactants are [O:1]1[C:5]2[CH:6]=[CH:7][C:8]([OH:10])=[CH:9][C:4]=2[O:3][CH2:2]1.C([Mg]Cl)(C)C.[CH:16]1([CH2:19][CH2:20][N:21]2[C:29]3[C:24](=[CH:25][CH:26]=[CH:27][CH:28]=3)[C:23](=[O:30])[C:22]2=[O:31])[CH2:18][CH2:17]1. The catalyst is C1COCC1.ClCCl. The product is [CH:16]1([CH2:19][CH2:20][N:21]2[C:29]3[C:24](=[CH:25][CH:26]=[CH:27][CH:28]=3)[C:23]([OH:30])([C:7]3[C:8]([OH:10])=[CH:9][C:4]4[O:3][CH2:2][O:1][C:5]=4[CH:6]=3)[C:22]2=[O:31])[CH2:18][CH2:17]1. The yield is 0.760. (3) The reactants are [CH3:1][C:2]([CH3:9])([CH3:8])[CH2:3][C:4](OC)=[O:5].O.[NH2:11][NH2:12]. The catalyst is CCO. The product is [CH3:1][C:2]([CH3:9])([CH3:8])[CH2:3][C:4]([NH:11][NH2:12])=[O:5]. The yield is 0.180. (4) The reactants are [O:1]=[C:2]1[NH:7][C:6]2[CH:8]=[C:9]([CH2:12][N:13]3[CH2:18][CH2:17][N:16]([C:19]4[CH:27]=[CH:26][C:22]([C:23](O)=[O:24])=[CH:21][N:20]=4)[CH2:15][CH2:14]3)[CH:10]=[N:11][C:5]=2[N:4]2[CH2:28][CH2:29][CH2:30][CH2:31][C@@H:3]12.[CH2:32]([N:34](C(C)C)C(C)C)C.Cl.CN. The catalyst is CN(C=O)C. The product is [CH3:32][NH:34][C:23](=[O:24])[C:22]1[CH:26]=[CH:27][C:19]([N:16]2[CH2:15][CH2:14][N:13]([CH2:12][C:9]3[CH:10]=[N:11][C:5]4[N:4]5[CH2:28][CH2:29][CH2:30][CH2:31][C@H:3]5[C:2](=[O:1])[NH:7][C:6]=4[CH:8]=3)[CH2:18][CH2:17]2)=[N:20][CH:21]=1. The yield is 0.300. (5) The reactants are [O:1]1[CH:5]=[CH:4][CH:3]=[C:2]1[C:6]1[O:10][N:9]=[C:8](C(O)=O)[CH:7]=1.C1C=CC(P([N:28]=[N+]=[N-])(C2C=CC=CC=2)=O)=CC=1.O. The catalyst is C1C=CC=CC=1. The product is [O:1]1[CH:5]=[CH:4][CH:3]=[C:2]1[C:6]1[O:10][N:9]=[C:8]([NH2:28])[CH:7]=1. The yield is 0.400. (6) The reactants are [OH-].[Na+].N1CCC[C@H]1C(O)=O.[CH3:11][O:12][N:13]=[C:14]1[CH2:18][N:17]([C:19]([C:21]2[CH:26]=[CH:25][C:24]([C:27]3[CH:32]=[CH:31][CH:30]=[CH:29][C:28]=3[CH3:33])=[CH:23][CH:22]=2)=[O:20])[C@H:16]([C:34]([O:36]C)=[O:35])[CH2:15]1.O1CCOCC1. The catalyst is O. The product is [CH3:11][O:12][N:13]=[C:14]1[CH2:18][N:17]([C:19]([C:21]2[CH:22]=[CH:23][C:24]([C:27]3[CH:32]=[CH:31][CH:30]=[CH:29][C:28]=3[CH3:33])=[CH:25][CH:26]=2)=[O:20])[C@H:16]([C:34]([OH:36])=[O:35])[CH2:15]1. The yield is 0.910. (7) The reactants are [NH2:1][C:2]1[CH:7]=[CH:6][C:5]([C:8]2[S:9][C:10]3[CH:16]=[C:15]([O:17]C)[CH:14]=[CH:13][C:11]=3[N:12]=2)=[CH:4][C:3]=1[I:19].B(Br)(Br)Br. The catalyst is C(Cl)Cl. The product is [I:19][C:3]1[CH:4]=[C:5]([C:8]2[S:9][C:10]3[CH:16]=[C:15]([OH:17])[CH:14]=[CH:13][C:11]=3[N:12]=2)[CH:6]=[CH:7][C:2]=1[NH2:1]. The yield is 0.580. (8) The reactants are [CH3:1][O:2][C:3]1[CH:4]=[C:5]([NH2:15])[CH:6]=[CH:7][C:8]=1[C:9]1[S:13][C:12]([CH3:14])=[N:11][CH:10]=1.C([N:24]=[C:25]=[S:26])(=O)C1C=CC=CC=1.C(=O)([O-])[O-].[K+].[K+]. The catalyst is O1CCCC1.O. The product is [CH3:1][O:2][C:3]1[CH:4]=[C:5]([NH:15][C:25]([NH2:24])=[S:26])[CH:6]=[CH:7][C:8]=1[C:9]1[S:13][C:12]([CH3:14])=[N:11][CH:10]=1. The yield is 0.890.